From a dataset of Full USPTO retrosynthesis dataset with 1.9M reactions from patents (1976-2016). Predict the reactants needed to synthesize the given product. (1) The reactants are: [F:1][C:2]1[CH:3]=[C:4]([CH:7]=[CH:8][C:9]=1[O:10][CH3:11])[C:5]#N.[CH2:12]([Mg]Br)[CH3:13].C1C[O:19]CC1. Given the product [F:1][C:2]1[CH:3]=[C:4]([C:5](=[O:19])[CH2:12][CH3:13])[CH:7]=[CH:8][C:9]=1[O:10][CH3:11], predict the reactants needed to synthesize it. (2) Given the product [C:1]([C:5]1[CH:6]=[C:7]([N+:20]([O-:21])=[O:19])[C:8]([O:13][CH3:22])=[C:9]([CH:12]=1)[CH:10]=[O:11])([CH3:4])([CH3:2])[CH3:3], predict the reactants needed to synthesize it. The reactants are: [C:1]([C:5]1[CH:6]=[CH:7][C:8]([OH:13])=[C:9]([CH:12]=1)[CH:10]=[O:11])([CH3:4])([CH3:3])[CH3:2].F[B-](F)(F)F.[O:19]=[N+:20]=[O:21].[C:22](=O)([O-])[O-].[K+].[K+].CI. (3) Given the product [C:43]([O:42][CH:37]([C:29]1[S:30][C:31]2=[N:32][CH:33]=[CH:34][CH:35]=[C:36]2[C:28]=1[C:16]1[CH:25]=[CH:24][C:23]2[O:22][CH2:21][CH2:20][CH2:19][C:18]=2[CH:17]=1)[C:38]([O:40][CH3:41])=[O:39])([CH3:46])([CH3:44])[CH3:45], predict the reactants needed to synthesize it. The reactants are: C(=O)([O-])[O-].[Na+].[Na+].O.CC1(C)C(C)(C)OB([C:16]2[CH:17]=[C:18]3[C:23](=[CH:24][CH:25]=2)[O:22][CH2:21][CH2:20][CH2:19]3)O1.Br[C:28]1[C:36]2[C:31](=[N:32][CH:33]=[CH:34][CH:35]=2)[S:30][C:29]=1[CH:37]([O:42][C:43]([CH3:46])([CH3:45])[CH3:44])[C:38]([O:40][CH3:41])=[O:39]. (4) Given the product [Cl:17][CH2:18][C:19]1[N:14]=[C:12]([CH:11]=[CH:10][C:6]2[CH:7]=[CH:8][CH:9]=[C:4]([O:3][C:2]([F:15])([F:16])[F:1])[CH:5]=2)[O:13][CH:20]=1, predict the reactants needed to synthesize it. The reactants are: [F:1][C:2]([F:16])([F:15])[O:3][C:4]1[CH:5]=[C:6]([CH:10]=[CH:11][C:12]([NH2:14])=[O:13])[CH:7]=[CH:8][CH:9]=1.[Cl:17][CH:18](Cl)[C:19](=O)[CH3:20]. (5) Given the product [CH2:20]([C:19]1[C:7]2[N:6]([CH:10]=[C:9]([C:11]3[CH:16]=[CH:15][CH:14]=[CH:13][C:12]=3[O:17][CH3:18])[N:8]=2)[CH2:5][C:25](=[O:27])[N:24]=1)[CH2:21][CH2:22][CH3:23], predict the reactants needed to synthesize it. The reactants are: C(OC(=O)[CH2:5][N:6]1[CH:10]=[C:9]([C:11]2[CH:16]=[CH:15][CH:14]=[CH:13][C:12]=2[O:17][CH3:18])[N:8]=[C:7]1[C@@H:19]([NH:24][C:25]([O:27]CC1C=CC=CC=1)=O)[CH2:20][CH2:21][CH2:22][CH3:23])C. (6) Given the product [Cl:1][C:2]1[CH:7]=[CH:6][C:5]([C:8]2[N:9]=[C:10]3[CH:15]=[CH:14][CH:13]=[CH:12][N:11]3[C:16]=2[CH2:17][C:18]2[S:24][C:23]([NH:22][CH3:25])=[N:21][N:20]=2)=[CH:4][CH:3]=1, predict the reactants needed to synthesize it. The reactants are: [Cl:1][C:2]1[CH:7]=[CH:6][C:5]([C:8]2[N:9]=[C:10]3[CH:15]=[CH:14][CH:13]=[CH:12][N:11]3[C:16]=2[CH2:17][C:18]([NH:20][NH2:21])=O)=[CH:4][CH:3]=1.[N:22]([CH3:25])=[C:23]=[S:24]. (7) Given the product [I:1][C:2]1[CH:7]=[CH:6][C:5]([O:8][C:9]([F:11])([F:10])[F:12])=[CH:4][C:3]=1[S:13][C:14]1[N:15]([CH2:34][CH2:33][CH2:32][C:31]#[CH:24])[C:16]2[C:21]([N:22]=1)=[C:20]([NH2:23])[N:19]=[CH:18][N:17]=2, predict the reactants needed to synthesize it. The reactants are: [I:1][C:2]1[CH:7]=[CH:6][C:5]([O:8][C:9]([F:12])([F:11])[F:10])=[CH:4][C:3]=1[S:13][C:14]1[NH:15][C:16]2[C:21]([N:22]=1)=[C:20]([NH2:23])[N:19]=[CH:18][N:17]=2.[C:24]([O-])([O-])=O.[Cs+].[Cs+].Cl[CH2:31][CH2:32][C:33]#[CH:34]. (8) Given the product [NH:26]([CH2:25][CH2:24][CH2:23][C@H:15]([NH:14][C:12]([C:8]1[C:7](=[O:48])[N:6]([CH2:5][C:4]2[CH:49]=[CH:50][CH:51]=[C:2]([F:1])[CH:3]=2)[CH:11]=[CH:10][CH:9]=1)=[O:13])[C:16]([OH:18])=[O:17])[C:27]([NH2:29])=[NH:28].[C:52]([OH:58])([C:54]([F:57])([F:56])[F:55])=[O:53], predict the reactants needed to synthesize it. The reactants are: [F:1][C:2]1[CH:3]=[C:4]([CH:49]=[CH:50][CH:51]=1)[CH2:5][N:6]1[CH:11]=[CH:10][CH:9]=[C:8]([C:12]([NH:14][C@@H:15]([CH2:23][CH2:24][CH2:25][NH:26][C:27]([NH:29]S(C2C(C)=C3C(=C(C)C=2C)OC(C)(C)CC3)(=O)=O)=[NH:28])[C:16]([O:18]C(C)(C)C)=[O:17])=[O:13])[C:7]1=[O:48].[C:52]([OH:58])([C:54]([F:57])([F:56])[F:55])=[O:53].C([SiH](CC)CC)C.